From a dataset of Reaction yield outcomes from USPTO patents with 853,638 reactions. Predict the reaction yield, written as a fraction of the theoretical maximum amount of product (1.0 means a 100% yield; for example, 0.34 means a 34% yield). (1) The product is [NH2:1][CH:2]([CH3:3])[C:4]([O:6][CH2:18][CH2:17][CH2:16][CH2:15][CH2:14][CH2:13][CH2:12][CH2:11][CH2:10][CH2:9][CH2:8][CH3:7])=[O:5]. The yield is 1.00. The reactants are [NH2:1][CH:2]([C:4]([OH:6])=[O:5])[CH3:3].[CH3:7][CH2:8][CH2:9][CH2:10][CH2:11][CH2:12][CH2:13][CH2:14][CH2:15][CH2:16][CH:17](O)[CH3:18].CC1C=CC(S(O)(=O)=O)=CC=1. The catalyst is C1(C)C=CC=CC=1. (2) The reactants are Cl[C:2]1[N:7]=[C:6]([C:8]2[S:12][C:11]([CH:13]([CH3:15])[CH3:14])=[N:10][C:9]=2[C:16]2[CH:17]=[C:18]([NH:22][S:23]([C:26]3[C:31]([F:32])=[CH:30][CH:29]=[CH:28][C:27]=3[F:33])(=[O:25])=[O:24])[CH:19]=[CH:20][CH:21]=2)[CH:5]=[CH:4][N:3]=1.[CH3:34][O:35][C:36]1[CH:41]=[C:40]([N:42]2[CH2:47][CH2:46][CH:45]([N:48]3[CH2:53][CH2:52][N:51]([CH2:54][CH2:55][S:56]([CH3:59])(=[O:58])=[O:57])[CH2:50][CH2:49]3)[CH2:44][CH2:43]2)[CH:39]=[CH:38][C:37]=1[NH2:60].C(O)C(F)(F)F.Cl. The catalyst is O1CCOCC1.CCOC(C)=O.CCOCC. The product is [F:33][C:27]1[CH:28]=[CH:29][CH:30]=[C:31]([F:32])[C:26]=1[S:23]([NH:22][C:18]1[CH:19]=[CH:20][CH:21]=[C:16]([C:9]2[N:10]=[C:11]([CH:13]([CH3:15])[CH3:14])[S:12][C:8]=2[C:6]2[CH:5]=[CH:4][N:3]=[C:2]([NH:60][C:37]3[CH:38]=[CH:39][C:40]([N:42]4[CH2:43][CH2:44][CH:45]([N:48]5[CH2:49][CH2:50][N:51]([CH2:54][CH2:55][S:56]([CH3:59])(=[O:58])=[O:57])[CH2:52][CH2:53]5)[CH2:46][CH2:47]4)=[CH:41][C:36]=3[O:35][CH3:34])[N:7]=2)[CH:17]=1)(=[O:25])=[O:24]. The yield is 0.540. (3) The reactants are [OH-].[Na+].[O:3]1[CH2:7][CH2:6][C@H:5]([NH:8][C:9]2[N:14]=[C:13]([C:15]([F:18])([F:17])[F:16])[C:12]([C:19]([O:21]C)=[O:20])=[CH:11][N:10]=2)[CH2:4]1. The catalyst is CO. The product is [O:3]1[CH2:7][CH2:6][C@H:5]([NH:8][C:9]2[N:14]=[C:13]([C:15]([F:17])([F:16])[F:18])[C:12]([C:19]([OH:21])=[O:20])=[CH:11][N:10]=2)[CH2:4]1. The yield is 0.800. (4) The reactants are C([Si](C)(C)[O:6][C:7]1[CH:12]=[CH:11][C:10]([O:13][CH2:14][CH:15]2[CH2:17][O:16]2)=[CH:9][CH:8]=1)(C)(C)C.[CH3:20][C:21]1[C:29]2[C:28]([N:30]3[CH2:35][CH2:34][CH:33]([NH2:36])[CH2:32][CH2:31]3)=[N:27][CH:26]=[N:25][C:24]=2[S:23][C:22]=1[C:37]1[CH:42]=[CH:41][CH:40]=[CH:39][CH:38]=1. No catalyst specified. The product is [OH:16][CH:15]([CH2:17][NH:36][CH:33]1[CH2:34][CH2:35][N:30]([C:28]2[C:29]3[C:21]([CH3:20])=[C:22]([C:37]4[CH:42]=[CH:41][CH:40]=[CH:39][CH:38]=4)[S:23][C:24]=3[N:25]=[CH:26][N:27]=2)[CH2:31][CH2:32]1)[CH2:14][O:13][C:10]1[CH:9]=[CH:8][C:7]([OH:6])=[CH:12][CH:11]=1. The yield is 0.170. (5) The reactants are Cl.[CH3:2][N:3]1[C:11]2[C:6](=[CH:7][CH:8]=[C:9]([O:12][C:13]3[CH:18]=[CH:17][N:16]=[C:15]4[CH:19]=[C:20]([C:22]([N:24]5[CH2:28][CH2:27][C@@H:26]([N:29](C)[C:30](=O)OC(C)(C)C)[CH2:25]5)=[O:23])[S:21][C:14]=34)[CH:10]=2)[C:5]([C:38]([NH:40][CH3:41])=[O:39])=[C:4]1[CH3:42]. The catalyst is O1CCOCC1. The product is [CH3:41][NH:40][C:38]([C:5]1[C:6]2[C:11](=[CH:10][C:9]([O:12][C:13]3[CH:18]=[CH:17][N:16]=[C:15]4[CH:19]=[C:20]([C:22]([N:24]5[CH2:28][CH2:27][CH:26]([NH:29][CH3:30])[CH2:25]5)=[O:23])[S:21][C:14]=34)=[CH:8][CH:7]=2)[N:3]([CH3:2])[C:4]=1[CH3:42])=[O:39]. The yield is 0.260. (6) The reactants are [O:1]=[C:2]1[C:7]2[CH:8]=[CH:9][CH:10]=[CH:11][C:6]=2[S:5][C:4]([C:12]2[CH:17]=[C:16]([CH:18]3[CH2:22][CH2:21][CH2:20][N:19]3C(OC(C)(C)C)=O)[CH:15]=[CH:14][N:13]=2)=[N:3]1.[F:30][C:31]([F:36])([F:35])[C:32]([OH:34])=[O:33]. No catalyst specified. The product is [F:30][C:31]([F:36])([F:35])[C:32]([OH:34])=[O:33].[NH:19]1[CH2:20][CH2:21][CH2:22][CH:18]1[C:16]1[CH:15]=[CH:14][N:13]=[C:12]([C:4]2[S:5][C:6]3[CH:11]=[CH:10][CH:9]=[CH:8][C:7]=3[C:2](=[O:1])[N:3]=2)[CH:17]=1. The yield is 0.850. (7) The reactants are [CH3:1][O:2][CH:3]1[O:8][CH2:7][CH:6]([CH2:9][OH:10])[CH2:5][O:4]1.[H-].[Na+].Cl[C:14]1[CH:19]=[CH:18][N+:17]([O-:20])=[C:16]([CH3:21])[C:15]=1[CH3:22]. The catalyst is CS(C)=O. The product is [CH3:1][O:2][CH:3]1[O:8][CH2:7][CH:6]([CH2:9][O:10][C:14]2[CH:19]=[CH:18][N+:17]([O-:20])=[C:16]([CH3:21])[C:15]=2[CH3:22])[CH2:5][O:4]1. The yield is 0.495.